From a dataset of Full USPTO retrosynthesis dataset with 1.9M reactions from patents (1976-2016). Predict the reactants needed to synthesize the given product. (1) Given the product [OH:11][C:2]1[CH:3]=[CH:4][C:5]2[C:10](=[CH:9][CH:8]=[CH:7][CH:6]=2)[C:1]=1[C:1]1[C:10]2[C:5](=[CH:6][CH:7]=[CH:8][CH:9]=2)[CH:4]=[CH:3][C:2]=1[OH:11], predict the reactants needed to synthesize it. The reactants are: [CH:1]1[C:10]2[C:5](=[CH:6][CH:7]=[CH:8][CH:9]=2)[CH:4]=[CH:3][C:2]=1[OH:11]. (2) The reactants are: [CH3:1][N:2]1[C:10]([C:11]([OH:13])=O)=[N:9][C:8]2[C:3]1=[N:4][CH:5]=[N:6][C:7]=2[N:14]1[CH2:19][CH2:18][CH:17]([N:20]2[C:24]3[CH:25]=[CH:26][CH:27]=[CH:28][C:23]=3[NH:22][C:21]2=[O:29])[CH2:16][CH2:15]1.C(N(C(C)C)CC)(C)C.F[P-](F)(F)(F)(F)F.Br[P+]([N:58]1[CH2:62][CH2:61][CH2:60][CH2:59]1)([N:58]1[CH2:62][CH2:61][CH2:60][CH2:59]1)[N:58]1[CH2:62][CH2:61][CH2:60][CH2:59]1. Given the product [CH:61]1([CH2:62][NH:58][C:11]([C:10]2[N:2]([CH3:1])[C:3]3[C:8]([N:9]=2)=[C:7]([N:14]2[CH2:15][CH2:16][CH:17]([N:20]4[C:24]5[CH:25]=[CH:26][CH:27]=[CH:28][C:23]=5[NH:22][C:21]4=[O:29])[CH2:18][CH2:19]2)[N:6]=[CH:5][N:4]=3)=[O:13])[CH2:59][CH2:60]1, predict the reactants needed to synthesize it. (3) Given the product [C:5]([CH2:7][CH2:8][CH2:9][CH2:10][C:11]([O:13][CH2:14][C:1]#[CH:2])=[O:12])#[N:6], predict the reactants needed to synthesize it. The reactants are: [CH2:1](O)[C:2]#C.[C:5]([CH2:7][CH2:8][CH2:9][CH2:10][C:11]([O:13][CH3:14])=[O:12])#[N:6]. (4) Given the product [NH2:2][C:1]1[C:3]([C:4]([NH:6][C:7]2[CH:8]=[N:9][CH:10]=[CH:11][C:12]=2[N:13]2[CH2:18][CH2:17][N:16]([CH3:19])[CH2:15][CH2:14]2)=[O:31])=[C:27]([NH2:28])[NH:33][N:32]=1, predict the reactants needed to synthesize it. The reactants are: [C:1]([CH2:3][C:4]([NH:6][C:7]1[CH:8]=[N:9][CH:10]=[CH:11][C:12]=1[N:13]1[CH2:18][CH2:17][N:16]([CH3:19])[CH2:15][CH2:14]1)=O)#[N:2].C([O-])(=O)C.[Na+].ClC(Cl)(Cl)[C:27]#[N:28].[OH2:31].[NH2:32][NH2:33]. (5) Given the product [NH2:34][C:30]1[CH:29]=[C:28]([N:23]2[C:21]3[N:22]=[C:17]([NH:16][C:4]4[CH:5]=[CH:6][C:7]([N:9]5[CH2:14][CH2:13][N:12]([CH3:15])[CH2:11][CH2:10]5)=[CH:8][C:3]=4[O:2][CH3:1])[N:18]=[CH:19][C:20]=3[CH:26]=[CH:25][C:24]2=[O:27])[CH:33]=[CH:32][CH:31]=1, predict the reactants needed to synthesize it. The reactants are: [CH3:1][O:2][C:3]1[CH:8]=[C:7]([N:9]2[CH2:14][CH2:13][N:12]([CH3:15])[CH2:11][CH2:10]2)[CH:6]=[CH:5][C:4]=1[NH:16][C:17]1[N:18]=[CH:19][C:20]2[CH:26]=[CH:25][C:24](=[O:27])[N:23]([C:28]3[CH:29]=[C:30]([NH:34]C(=O)OC(C)(C)C)[CH:31]=[CH:32][CH:33]=3)[C:21]=2[N:22]=1.C(O)(C(F)(F)F)=O. (6) Given the product [Cl:31][C:4]1[CH:3]=[C:2]([OH:32])[CH:29]=[C:28]([CH3:30])[C:5]=1[C:6]([N:8]1[C:16]2[C:11](=[N:12][CH:13]=[CH:14][CH:15]=2)[C:10]([C:17]2[CH:26]=[CH:25][C:20]([C:21]([OH:23])=[O:22])=[CH:19][C:18]=2[F:27])=[N:9]1)=[O:7], predict the reactants needed to synthesize it. The reactants are: Br[C:2]1[CH:29]=[C:28]([CH3:30])[C:5]([C:6]([N:8]2[C:16]3[C:11](=[N:12][CH:13]=[CH:14][CH:15]=3)[C:10]([C:17]3[CH:26]=[CH:25][C:20]([C:21]([O:23]C)=[O:22])=[CH:19][C:18]=3[F:27])=[N:9]2)=[O:7])=[C:4]([Cl:31])[CH:3]=1.[OH-:32].[K+].O.Cl. (7) Given the product [OH:20][CH2:19][C:18]1[CH:21]=[CH:22][C:15]([CH:14]2[C:5]3=[N:4][NH:3][C:2](=[O:1])[C:11]4[CH:10]=[CH:9][CH:8]=[C:7]([C:6]=43)[NH:12][CH:13]2[C:23]2[CH:24]=[CH:25][CH:26]=[CH:27][CH:28]=2)=[CH:16][CH:17]=1, predict the reactants needed to synthesize it. The reactants are: [O:1]=[C:2]1[C:11]2[CH:10]=[CH:9][CH:8]=[C:7]3[NH:12][CH:13]([C:23]4[CH:28]=[CH:27][CH:26]=[CH:25][CH:24]=4)[CH:14]([C:15]4[CH:22]=[CH:21][C:18]([CH:19]=[O:20])=[CH:17][CH:16]=4)[C:5]([C:6]=23)=[N:4][NH:3]1.[BH4-].[Na+]. (8) Given the product [F:21][C:22]1[CH:30]=[C:29]([C:31]([F:33])([F:34])[F:32])[CH:28]=[C:27]([C:35]([F:36])([F:37])[F:38])[C:23]=1[C:24]([NH:1][C:2]1[CH:3]=[CH:4][C:5]([C:6]([O:8][CH3:9])=[O:7])=[CH:10][CH:11]=1)=[O:25], predict the reactants needed to synthesize it. The reactants are: [NH2:1][C:2]1[CH:11]=[CH:10][C:5]([C:6]([O:8][CH3:9])=[O:7])=[CH:4][CH:3]=1.C(N(C(C)C)CC)(C)C.[F:21][C:22]1[CH:30]=[C:29]([C:31]([F:34])([F:33])[F:32])[CH:28]=[C:27]([C:35]([F:38])([F:37])[F:36])[C:23]=1[C:24](Cl)=[O:25]. (9) Given the product [Cl:1][C:2]1[CH:25]=[CH:24][C:5]([CH2:6][NH:7][C:8]([C:10]2[C:11](=[O:23])[C:12]3[S:19][C:18]([CH2:20][N:27]([CH2:28][CH:29]([OH:37])[CH2:30][C:31]4[CH:36]=[CH:35][CH:34]=[CH:33][CH:32]=4)[CH3:26])=[C:17]([CH3:22])[C:13]=3[N:14]([CH3:16])[CH:15]=2)=[O:9])=[CH:4][CH:3]=1, predict the reactants needed to synthesize it. The reactants are: [Cl:1][C:2]1[CH:25]=[CH:24][C:5]([CH2:6][NH:7][C:8]([C:10]2[C:11](=[O:23])[C:12]3[S:19][C:18]([CH2:20]Cl)=[C:17]([CH3:22])[C:13]=3[N:14]([CH3:16])[CH:15]=2)=[O:9])=[CH:4][CH:3]=1.[CH3:26][NH:27][CH2:28][CH:29]([OH:37])[CH2:30][C:31]1[CH:36]=[CH:35][CH:34]=[CH:33][CH:32]=1.C(N(C(C)C)CC)(C)C. (10) Given the product [F:39][C:37]1[CH:38]=[C:33]([C:20]2[C@:21]3([CH2:23][C@@H:24]([OH:29])[C@H:25]4[C@@H:16]([CH2:15][CH2:14][C:13]5[CH:12]=[C:11]([C:9]([O:8][CH3:7])=[O:10])[CH:28]=[CH:27][C:26]=54)[C@@H:17]3[CH2:18][CH:19]=2)[CH3:22])[CH:34]=[N:35][CH:36]=1, predict the reactants needed to synthesize it. The reactants are: C(=O)([O-])[O-].[K+].[K+].[CH3:7][O:8][C:9]([C:11]1[CH:28]=[CH:27][C:26]2[C@@H:25]3[C@H:16]([C@H:17]4[C@@:21]([CH2:23][C@H:24]3[O:29]C(=O)C)([CH3:22])[C:20]([C:33]3[CH:34]=[N:35][CH:36]=[C:37]([F:39])[CH:38]=3)=[CH:19][CH2:18]4)[CH2:15][CH2:14][C:13]=2[CH:12]=1)=[O:10].